Task: Predict the reactants needed to synthesize the given product.. Dataset: Full USPTO retrosynthesis dataset with 1.9M reactions from patents (1976-2016) (1) Given the product [CH2:24]([O:12][C:11](=[O:13])[C:10](=[O:14])[CH2:9][C:8]([C:4]1[CH:5]=[CH:6][CH:7]=[C:2]([F:1])[C:3]=1[O:17][CH3:18])([CH3:16])[CH3:15])[CH3:25], predict the reactants needed to synthesize it. The reactants are: [F:1][C:2]1[C:3]([O:17][CH3:18])=[C:4]([C:8]([CH3:16])([CH3:15])[CH2:9][C:10](=[O:14])[C:11]([OH:13])=[O:12])[CH:5]=[CH:6][CH:7]=1.S(=O)(=O)(O)O.[CH2:24](O)[CH3:25]. (2) Given the product [C:31]([NH:1][C@@H:2]([CH:6]([CH3:8])[CH3:7])[C:3]([OH:5])=[O:4])(=[O:38])[C:32]1[CH:37]=[CH:36][CH:35]=[N:34][CH:33]=1.[OH:9][CH2:10][CH2:11][N:12]1[C:17](=[O:18])[CH2:16][CH2:15][CH:14]([N:19]2[C:20](=[O:29])[C:21]3[C:26](=[CH:25][CH:24]=[CH:23][CH:22]=3)[C:27]2=[O:28])[C:13]1=[O:30], predict the reactants needed to synthesize it. The reactants are: [NH2:1][C@@H:2]([CH:6]([CH3:8])[CH3:7])[C:3]([OH:5])=[O:4].[OH:9][CH2:10][CH2:11][N:12]1[C:17](=[O:18])[CH2:16][CH2:15][CH:14]([N:19]2[C:27](=[O:28])[C:26]3[C:21](=[CH:22][CH:23]=[CH:24][CH:25]=3)[C:20]2=[O:29])[C:13]1=[O:30].[C:31](ON1C(=O)CCC1=O)(=[O:38])[C:32]1[CH:37]=[CH:36][CH:35]=[N:34][CH:33]=1.C(N(CC)CC)C. (3) The reactants are: [Mg].Br[C:3]1[CH:8]=[CH:7][C:6]([Br:9])=[CH:5][CH:4]=1.Br[C:11]1[CH:16]=[CH:15]C=CC=1.Cl.[C:18](=O)(O)[O-:19].[Na+].C1C[O:26]CC1. Given the product [Br:9][C:6]1[CH:7]=[CH:8][C:3]([C:18](=[O:19])[C:16]([OH:26])([CH3:15])[CH3:11])=[CH:4][CH:5]=1, predict the reactants needed to synthesize it. (4) Given the product [C:14]1([N:20]([CH:21]2[CH2:26][CH2:25][N:24]([C:27]([O:29][CH2:30][C@@H:31]([N:33]([CH2:34][C:35]3[CH:36]=[CH:37][CH:38]=[CH:39][CH:40]=3)[CH2:41][C:42]3[CH:43]=[CH:44][CH:45]=[CH:46][CH:47]=3)[CH3:32])=[O:28])[CH2:23][CH2:22]2)[S:10]([C:7]2[CH:8]=[CH:9][C:4]([CH2:1][CH2:2][CH3:3])=[CH:5][CH:6]=2)(=[O:12])=[O:11])[CH:15]=[CH:16][CH:17]=[CH:18][CH:19]=1, predict the reactants needed to synthesize it. The reactants are: [CH2:1]([C:4]1[CH:9]=[CH:8][C:7]([S:10](Cl)(=[O:12])=[O:11])=[CH:6][CH:5]=1)[CH2:2][CH3:3].[C:14]1([NH:20][CH:21]2[CH2:26][CH2:25][N:24]([C:27]([O:29][CH2:30][C@@H:31]([N:33]([CH2:41][C:42]3[CH:47]=[CH:46][CH:45]=[CH:44][CH:43]=3)[CH2:34][C:35]3[CH:40]=[CH:39][CH:38]=[CH:37][CH:36]=3)[CH3:32])=[O:28])[CH2:23][CH2:22]2)[CH:19]=[CH:18][CH:17]=[CH:16][CH:15]=1. (5) The reactants are: Br[CH2:2][CH2:3][CH2:4][CH2:5][CH2:6][CH2:7][CH2:8][CH2:9][CH2:10][CH2:11][CH2:12][CH2:13][CH2:14][CH2:15][CH2:16][CH3:17].[CH2:18]([NH2:36])[CH2:19][CH2:20][CH2:21][CH2:22][CH2:23][CH2:24][CH2:25]/[CH:26]=[CH:27]\[CH2:28][CH2:29][CH2:30][CH2:31][CH2:32][CH2:33][CH2:34][CH3:35].[OH-].[Na+]. Given the product [CH2:2]([CH2:35][CH2:34][CH2:33][CH2:32][CH2:31][CH2:30][CH2:29][CH2:28]/[CH:27]=[CH:26]\[CH2:25][CH2:24][CH2:23][CH2:22][CH2:21][CH2:20][CH2:19][CH2:18][NH2:36])[CH2:3][CH2:4][CH2:5][CH2:6][CH2:7][CH2:8][CH2:9][CH2:10][CH2:11][CH2:12][CH2:13][CH2:14][CH2:15][CH2:16][CH3:17], predict the reactants needed to synthesize it. (6) Given the product [O:6]1[CH:7]=[CH:8][CH:9]=[C:5]1[CH2:4][NH:1][C:2]([NH:10][C:11]1[CH:16]=[CH:15][C:14]([OH:17])=[CH:13][CH:12]=1)=[S:3], predict the reactants needed to synthesize it. The reactants are: [N:1]([CH2:4][C:5]1[O:6][CH:7]=[CH:8][CH:9]=1)=[C:2]=[S:3].[NH2:10][C:11]1[CH:16]=[CH:15][C:14]([OH:17])=[CH:13][CH:12]=1.